This data is from Full USPTO retrosynthesis dataset with 1.9M reactions from patents (1976-2016). The task is: Predict the reactants needed to synthesize the given product. The reactants are: [CH3:1][N:2]1[CH:7]=[C:6]([CH2:8][C:9]2[CH:10]=[N:11][CH:12]=[N:13][CH:14]=2)[C:5](=[O:15])[N:4]=[C:3]1SC.[Cl:18][C:19]1[CH:35]=[CH:34][C:22]([O:23][C:24]2[CH:29]=[CH:28][C:27]([CH2:30][CH2:31][NH:32][CH3:33])=[CH:26][CH:25]=2)=[CH:21][C:20]=1[C:36]([F:39])([F:38])[F:37]. Given the product [Cl:18][C:19]1[CH:35]=[CH:34][C:22]([O:23][C:24]2[CH:29]=[CH:28][C:27]([CH2:30][CH2:31][N:32]([CH3:33])[C:3]3[N:2]([CH3:1])[CH:7]=[C:6]([CH2:8][C:9]4[CH:10]=[N:11][CH:12]=[N:13][CH:14]=4)[C:5](=[O:15])[N:4]=3)=[CH:26][CH:25]=2)=[CH:21][C:20]=1[C:36]([F:37])([F:38])[F:39], predict the reactants needed to synthesize it.